From a dataset of Forward reaction prediction with 1.9M reactions from USPTO patents (1976-2016). Predict the product of the given reaction. (1) Given the reactants [C:1](Cl)([O:3][CH2:4][C:5]1[CH:10]=[CH:9][CH:8]=[CH:7][CH:6]=1)=[O:2].[CH2:12]([NH:15][CH:16]([CH3:21])[CH2:17][CH2:18][CH:19]=[CH2:20])[CH:13]=[CH2:14].C(N(CC)CC)C, predict the reaction product. The product is: [CH2:4]([O:3][C:1](=[O:2])[N:15]([CH2:12][CH:13]=[CH2:14])[CH:16]([CH3:21])[CH2:17][CH2:18][CH:19]=[CH2:20])[C:5]1[CH:10]=[CH:9][CH:8]=[CH:7][CH:6]=1. (2) Given the reactants [OH:1][CH:2]([C:26]1[CH:31]=[CH:30][CH:29]=[CH:28][CH:27]=1)[CH2:3][CH2:4][CH:5]1[C:8](=[O:9])[N:7]([C:10]2[CH:17]=[CH:16][C:13]([C:14]#[N:15])=[CH:12][CH:11]=2)[CH:6]1[C:18]1[CH:23]=[CH:22][C:21]([O:24][CH3:25])=[CH:20][CH:19]=1.N.[H][H], predict the reaction product. The product is: [NH2:15][CH2:14][C:13]1[CH:16]=[CH:17][C:10]([N:7]2[CH:6]([C:18]3[CH:23]=[CH:22][C:21]([O:24][CH3:25])=[CH:20][CH:19]=3)[CH:5]([CH2:4][CH2:3][CH:2]([OH:1])[C:26]3[CH:27]=[CH:28][CH:29]=[CH:30][CH:31]=3)[C:8]2=[O:9])=[CH:11][CH:12]=1. (3) Given the reactants Br[C:2]1[CH:20]=[CH:19][C:5]2[N:6]=[C:7]([C@H:9]3[CH2:12][C@H:11]([N:13]4[CH2:17][CH2:16][CH2:15][C@H:14]4[CH3:18])[CH2:10]3)[S:8][C:4]=2[CH:3]=1.[CH3:21][C:22]1[CH:23]=[CH:24][C:25](=[O:28])[NH:26][CH:27]=1.N1NC(=O)C=CC=1, predict the reaction product. The product is: [CH3:21][C:22]1[CH:23]=[CH:24][C:25](=[O:28])[N:26]([C:2]2[CH:20]=[CH:19][C:5]3[N:6]=[C:7]([C@H:9]4[CH2:12][C@H:11]([N:13]5[CH2:17][CH2:16][CH2:15][C@@H:14]5[CH3:18])[CH2:10]4)[S:8][C:4]=3[CH:3]=2)[CH:27]=1. (4) Given the reactants Cl.[S:2]1[CH:6]=[CH:5][CH:4]=[C:3]1[CH2:7][CH2:8][NH:9][CH:10]([C:13]1[CH:18]=[CH:17][CH:16]=[CH:15][C:14]=1[Cl:19])[C:11]#[N:12].C[OH:21], predict the reaction product. The product is: [ClH:19].[S:2]1[CH:6]=[CH:5][CH:4]=[C:3]1[CH2:7][CH2:8][NH:9][CH:10]([C:13]1[CH:18]=[CH:17][CH:16]=[CH:15][C:14]=1[Cl:19])[C:11]([NH2:12])=[O:21]. (5) Given the reactants [OH:1][CH2:2][CH2:3][C@H:4]([NH:11][C:12]([CH:14]1[N:18](C(OC(C)(C)C)=O)[CH2:17][CH2:16][S:15]1)=[O:13])[C:5]1[CH:10]=[CH:9][CH:8]=[CH:7][CH:6]=1.[ClH:26], predict the reaction product. The product is: [ClH:26].[OH:1][CH2:2][CH2:3][C@H:4]([NH:11][C:12]([CH:14]1[NH:18][CH2:17][CH2:16][S:15]1)=[O:13])[C:5]1[CH:6]=[CH:7][CH:8]=[CH:9][CH:10]=1. (6) The product is: [Br:1][C:2]1[C:3]([F:11])=[C:4]([CH2:9][OH:14])[C:5]([F:8])=[CH:6][CH:7]=1. Given the reactants [Br:1][C:2]1[CH:7]=[CH:6][C:5]([F:8])=[C:4]([CH2:9]Br)[C:3]=1[F:11].O.C(=O)([O-])[O-:14].[Ca+2].Cl, predict the reaction product. (7) The product is: [NH3:9].[CH2:1]([O:8][NH:9][C:10](=[O:30])[CH2:11][C@H:12]([C:22]1[O:23][CH:24]=[C:25]([C:27]([N:44]([CH3:45])[CH3:43])=[O:29])[N:26]=1)[CH2:13][CH2:14][CH2:15][CH:16]1[CH2:21][CH2:20][CH2:19][CH2:18][CH2:17]1)[C:2]1[CH:7]=[CH:6][CH:5]=[CH:4][CH:3]=1. Given the reactants [CH2:1]([O:8][NH:9][C:10](=[O:30])[CH2:11][C@H:12]([C:22]1[O:23][CH:24]=[C:25]([C:27]([OH:29])=O)[N:26]=1)[CH2:13][CH2:14][CH2:15][CH:16]1[CH2:21][CH2:20][CH2:19][CH2:18][CH2:17]1)[C:2]1[CH:7]=[CH:6][CH:5]=[CH:4][CH:3]=1.O.ON1C2C=CC=CC=2N=N1.Cl.[CH3:43][NH:44][CH3:45].CN1CCOCC1.Cl.CN(C)CCCN=C=NCC, predict the reaction product. (8) Given the reactants CO[C:3](=[O:14])[C:4]1[C:9](C)=[CH:8][C:7](Br)=[CH:6][C:5]=1[CH2:12][Br:13].[F:15][C:16]([F:27])([F:26])[O:17][C:18]1[CH:25]=[CH:24][C:21]([CH2:22][NH2:23])=[CH:20][CH:19]=1.[C:28]([O-])([O-])=[O:29].[K+].[K+], predict the reaction product. The product is: [Br:13][CH:12]1[C:5]2[C:4](=[C:9]([O:29][CH3:28])[CH:8]=[CH:7][CH:6]=2)[C:3](=[O:14])[N:23]1[CH2:22][C:21]1[CH:24]=[CH:25][C:18]([O:17][C:16]([F:26])([F:27])[F:15])=[CH:19][CH:20]=1. (9) Given the reactants [H-].[Na+].[Br:3][C:4]1[CH:9]=[CH:8][C:7]([OH:10])=[CH:6][CH:5]=1.[CH2:11]([CH:13]([CH2:16][CH2:17][CH2:18][CH3:19])[CH2:14]Br)[CH3:12], predict the reaction product. The product is: [CH2:11]([CH:13]([CH2:16][CH2:17][CH2:18][CH3:19])[CH2:14][O:10][C:7]1[CH:8]=[CH:9][C:4]([Br:3])=[CH:5][CH:6]=1)[CH3:12]. (10) The product is: [CH3:22][O:21][C:19]1[CH:18]=[C:16]([NH:17][C:2]2[C:3]3[CH2:11][O:10][CH2:9][C:4]=3[N:5]=[C:6]([CH3:8])[N:7]=2)[CH:15]=[C:14]([O:13][CH3:12])[CH:20]=1. Given the reactants Cl[C:2]1[C:3]2[CH2:11][O:10][CH2:9][C:4]=2[N:5]=[C:6]([CH3:8])[N:7]=1.[CH3:12][O:13][C:14]1[CH:15]=[C:16]([CH:18]=[C:19]([O:21][CH3:22])[CH:20]=1)[NH2:17], predict the reaction product.